From a dataset of Forward reaction prediction with 1.9M reactions from USPTO patents (1976-2016). Predict the product of the given reaction. (1) Given the reactants [CH2:1]([C:4]([CH2:35][CH:36]=C)([CH:8]([CH2:31][CH:32]([CH3:34])[CH3:33])[C:9]([NH:11][CH:12]1[C:18](=[O:19])[N:17]([CH3:20])[C:16]2[CH:21]=[CH:22][CH:23]=[CH:24][C:15]=2[C:14]([C:25]2[CH:30]=[CH:29][CH:28]=[CH:27][CH:26]=2)=[N:13]1)=[O:10])[C:5]([NH2:7])=[O:6])[CH:2]=C.C, predict the reaction product. The product is: [CH3:34][CH:32]([CH3:33])[CH2:31][C@H:8]([C:4]1([C:5]([NH2:7])=[O:6])[CH2:35][CH:36]=[CH:2][CH2:1]1)[C:9](=[O:10])[NH:11][CH:12]1[N:13]=[C:14]([C:25]2[CH:30]=[CH:29][CH:28]=[CH:27][CH:26]=2)[C:15]2[CH:24]=[CH:23][CH:22]=[CH:21][C:16]=2[N:17]([CH3:20])[C:18]1=[O:19]. (2) The product is: [F:16][C:13]1[CH:14]=[CH:15][C:10]([C:9]([NH:8][CH2:7][C@H:2]2[N:3]([C:24]([C:22]3[N:23]=[C:19]([CH3:18])[S:20][C:21]=3[C:27]3[CH:28]=[CH:29][C:30]([C:33]([F:36])([F:34])[F:35])=[CH:31][CH:32]=3)=[O:25])[CH2:4][C@@H:5]3[C@H:1]2[CH2:6]3)=[O:17])=[CH:11][CH:12]=1. Given the reactants [C@@H:1]12[CH2:6][C@@H:5]1[CH2:4][NH:3][C@@H:2]2[CH2:7][NH:8][C:9](=[O:17])[C:10]1[CH:15]=[CH:14][C:13]([F:16])=[CH:12][CH:11]=1.[CH3:18][C:19]1[S:20][C:21]([C:27]2[CH:32]=[CH:31][C:30]([C:33]([F:36])([F:35])[F:34])=[CH:29][CH:28]=2)=[C:22]([C:24](O)=[O:25])[N:23]=1, predict the reaction product. (3) The product is: [N:8]1([C:1]([O:3][C:4]([CH3:5])([CH3:6])[CH3:7])=[O:2])[CH2:15][CH2:14][CH2:13][C@H:9]1[C:10]([N:18]([O:19][CH3:20])[CH3:17])=[O:12]. Given the reactants [C:1]([N:8]1[CH2:15][CH2:14][CH2:13][C@H:9]1[C:10]([OH:12])=O)([O:3][C:4]([CH3:7])([CH3:6])[CH3:5])=[O:2].Cl.[CH3:17][NH:18][O:19][CH3:20].CN1CCOCC1, predict the reaction product. (4) The product is: [N:16]([CH2:2][C:3]([C:5]1[C:10]2[O:11][CH2:12][C:13](=[O:15])[NH:14][C:9]=2[CH:8]=[CH:7][CH:6]=1)=[O:4])=[N+:17]=[N-:18]. Given the reactants Cl[CH2:2][C:3]([C:5]1[C:10]2[O:11][CH2:12][C:13](=[O:15])[NH:14][C:9]=2[CH:8]=[CH:7][CH:6]=1)=[O:4].[N-:16]=[N+:17]=[N-:18].[Na+], predict the reaction product.